The task is: Predict the reactants needed to synthesize the given product.. This data is from Full USPTO retrosynthesis dataset with 1.9M reactions from patents (1976-2016). (1) The reactants are: [H-].[Na+].[F:3][C:4]1[CH:5]=[C:6]([CH2:21][OH:22])[CH:7]=[CH:8][C:9]=1[O:10][C:11]1[CH:16]=[CH:15][N:14]=[C:13]([C:17]([F:20])([F:19])[F:18])[CH:12]=1.Cl[C:24]1[CH:25]=[C:26]2[N:33]([C:34]([O:36][C:37]([CH3:40])([CH3:39])[CH3:38])=[O:35])[CH2:32][CH2:31][N:27]2[C:28](=[O:30])[N:29]=1. Given the product [F:3][C:4]1[CH:5]=[C:6]([CH:7]=[CH:8][C:9]=1[O:10][C:11]1[CH:16]=[CH:15][N:14]=[C:13]([C:17]([F:18])([F:19])[F:20])[CH:12]=1)[CH2:21][O:22][C:24]1[CH:25]=[C:26]2[N:33]([C:34]([O:36][C:37]([CH3:40])([CH3:39])[CH3:38])=[O:35])[CH2:32][CH2:31][N:27]2[C:28](=[O:30])[N:29]=1, predict the reactants needed to synthesize it. (2) Given the product [CH3:18][CH:16]([O:15][C:5]1[CH:6]=[C:7]([N:10]2[CH:14]=[N:13][CH:12]=[N:11]2)[CH:8]=[CH:9][C:4]=1[NH2:1])[CH3:17], predict the reactants needed to synthesize it. The reactants are: [N+:1]([C:4]1[CH:9]=[CH:8][C:7]([N:10]2[CH:14]=[N:13][CH:12]=[N:11]2)=[CH:6][C:5]=1[O:15][CH:16]([CH3:18])[CH3:17])([O-])=O. (3) Given the product [CH:24]1[C:25]2[C:29]3[CH:30]=[CH:31][CH:32]=[CH:33][C:28]=3[O:27][C:26]=2[C:21]([C:18]2[CH:19]=[CH:20][C:15]([C:12]3[CH:13]=[CH:14][C:9]([CH:8]=[CH:7][C:6]([OH:34])=[O:5])=[CH:10][CH:11]=3)=[CH:16][CH:17]=2)=[CH:22][CH:23]=1, predict the reactants needed to synthesize it. The reactants are: [OH-].[Na+].C([O:5][C:6](=[O:34])[CH:7]=[CH:8][C:9]1[CH:14]=[CH:13][C:12]([C:15]2[CH:20]=[CH:19][C:18]([C:21]3[C:26]4[O:27][C:28]5[CH:33]=[CH:32][CH:31]=[CH:30][C:29]=5[C:25]=4[CH:24]=[CH:23][CH:22]=3)=[CH:17][CH:16]=2)=[CH:11][CH:10]=1)C.Cl. (4) Given the product [CH2:7]([N:10]([SiH:2]([CH2:5][CH3:6])[CH2:3][CH3:4])[CH2:11][CH2:12][CH3:13])[CH2:8][CH3:9], predict the reactants needed to synthesize it. The reactants are: Cl[SiH:2]([CH2:5][CH3:6])[CH2:3][CH3:4].[CH2:7]([NH:10][CH2:11][CH2:12][CH3:13])[CH2:8][CH3:9]. (5) The reactants are: [C:1]([O:4][CH2:5][CH2:6][N:7]1[C:15]([CH2:16][N:17]2[CH2:22][CH2:21][CH:20]([C:23]([OH:26])([CH3:25])[CH3:24])[CH2:19][CH2:18]2)=[N:14][C:13]2[C:8]1=[N:9][C:10](Cl)=[N:11][C:12]=2[N:27]1[CH2:32][CH2:31][O:30]CC1)(=O)[CH3:2].C1(S([N:43]2[C:51]3[C:46](=[CH:47][CH:48]=[CH:49][CH:50]=3)[C:45](B(O)O)=[CH:44]2)(=O)=O)C=CC=CC=1.C([O-])([O-])=O.[Na+].[Na+].[OH-].[Na+]. Given the product [OH:30][CH2:31][CH2:32][N:27]1[C:15]([CH2:16][N:17]2[CH2:18][CH2:19][CH:20]([C:23]([OH:26])([CH3:24])[CH3:25])[CH2:21][CH2:22]2)=[N:14][C:13]2[C:12]1=[N:11][C:10]([C:45]1[C:46]3[C:51](=[CH:50][CH:49]=[CH:48][CH:47]=3)[NH:43][CH:44]=1)=[N:9][C:8]=2[N:7]1[CH2:2][CH2:1][O:4][CH2:5][CH2:6]1, predict the reactants needed to synthesize it. (6) Given the product [CH:1]1([N:7]([C@H:18]2[CH2:19][CH2:20][C@H:21]([CH3:24])[CH2:22][CH2:23]2)[C:8]([NH:10][C:11]2[S:12][C:13]([CH2:16][OH:17])=[CH:14][N:15]=2)=[O:9])[CH2:6][CH2:5][CH2:4][CH2:3][CH2:2]1, predict the reactants needed to synthesize it. The reactants are: [CH:1]1([N:7]([C@H:18]2[CH2:23][CH2:22][C@H:21]([CH3:24])[CH2:20][CH2:19]2)[C:8]([NH:10][C:11]2[S:12][C:13]([CH:16]=[O:17])=[CH:14][N:15]=2)=[O:9])[CH2:6][CH2:5][CH2:4][CH2:3][CH2:2]1.[BH4-].[Na+].O. (7) Given the product [O:12]1[C:16]2=[CH:17][CH:18]=[CH:19][C:20]2=[CH:15][CH:14]=[C:13]1[C:21]1[N:11]=[C:9]([NH:8][C:6]2[CH:5]=[CH:4][CH:3]=[C:2]([CH3:1])[N:7]=2)[S:10][CH:22]=1, predict the reactants needed to synthesize it. The reactants are: [CH3:1][C:2]1[N:7]=[C:6]([NH:8][C:9]([NH2:11])=[S:10])[CH:5]=[CH:4][CH:3]=1.[O:12]1[C:16]2[CH:17]=[CH:18][CH:19]=[CH:20][C:15]=2[CH:14]=[C:13]1[C:21](=O)[CH2:22]Br. (8) Given the product [NH2:21][C@@H:10]([CH2:11][S:12]([N:15]1[CH2:16][CH2:17][O:18][CH2:19][CH2:20]1)(=[O:13])=[O:14])[C:9]([OH:32])=[O:8], predict the reactants needed to synthesize it. The reactants are: C([O:8][C:9](=[O:32])[C@@H:10]([NH:21]C(OCC1C=CC=CC=1)=O)[CH2:11][S:12]([N:15]1[CH2:20][CH2:19][O:18][CH2:17][CH2:16]1)(=[O:14])=[O:13])C1C=CC=CC=1.N#N.